Task: Predict the product of the given reaction.. Dataset: Forward reaction prediction with 1.9M reactions from USPTO patents (1976-2016) (1) Given the reactants [F:1][C:2]1[CH:7]=[CH:6][C:5]([F:8])=[CH:4][C:3]=1[S:9]([N:12]([C:16]1[CH:21]=[CH:20][CH:19]=[C:18]([C:22]2[C:26]([C:27]3[CH:32]=[CH:31][N:30]=[CH:29][CH:28]=3)=[CH:25][N:24]([CH:33]3[CH2:38][CH2:37][N:36]([CH3:39])[CH2:35][CH2:34]3)[N:23]=2)[C:17]=1[F:40])COC)(=[O:11])=[O:10], predict the reaction product. The product is: [F:1][C:2]1[CH:7]=[CH:6][C:5]([F:8])=[CH:4][C:3]=1[S:9]([NH:12][C:16]1[CH:21]=[CH:20][CH:19]=[C:18]([C:22]2[C:26]([C:27]3[CH:32]=[CH:31][N:30]=[CH:29][CH:28]=3)=[CH:25][N:24]([CH:33]3[CH2:34][CH2:35][N:36]([CH3:39])[CH2:37][CH2:38]3)[N:23]=2)[C:17]=1[F:40])(=[O:11])=[O:10]. (2) Given the reactants [C:1]([N:4]1[C:13]2[C:8](=[CH:9][C:10]([C:14]3[CH:22]=[CH:21][C:17]([C:18](O)=[O:19])=[CH:16][CH:15]=3)=[CH:11][CH:12]=2)[C@H:7]([NH:23][C:24]([O:26][CH:27]([CH3:29])[CH3:28])=[O:25])[CH2:6][C@@H:5]1[CH3:30])(=[O:3])[CH3:2].CN(C(ON1N=NC2C=CC=NC1=2)=[N+](C)C)C.F[P-](F)(F)(F)(F)F.CCN(C(C)C)C(C)C.[NH2:64][CH2:65][CH2:66][NH:67][C:68](=[O:74])[O:69][C:70]([CH3:73])([CH3:72])[CH3:71], predict the reaction product. The product is: [C:1]([N:4]1[C:13]2[C:8](=[CH:9][C:10]([C:14]3[CH:22]=[CH:21][C:17]([C:18]([NH:64][CH2:65][CH2:66][NH:67][C:68]([O:69][C:70]([CH3:71])([CH3:73])[CH3:72])=[O:74])=[O:19])=[CH:16][CH:15]=3)=[CH:11][CH:12]=2)[C@H:7]([NH:23][C:24](=[O:25])[O:26][CH:27]([CH3:28])[CH3:29])[CH2:6][C@@H:5]1[CH3:30])(=[O:3])[CH3:2]. (3) Given the reactants [Cl:1][C:2]1[CH:3]=[C:4]([C@:9]([OH:30])([C:26]([F:29])([F:28])[F:27])[C:10]#[C:11][C:12]2[CH:24]=[CH:23][C:15]([C:16]([O:18][C:19]([CH3:22])([CH3:21])[CH3:20])=[O:17])=[C:14]([CH3:25])[CH:13]=2)[CH:5]=[C:6]([Cl:8])[CH:7]=1.[H-].COCCO[Al+]OCCOC.[Na+].[H-], predict the reaction product. The product is: [Cl:1][C:2]1[CH:3]=[C:4]([C:9]([OH:30])([C:26]([F:27])([F:28])[F:29])/[CH:10]=[CH:11]/[C:12]2[CH:24]=[CH:23][C:15]([C:16]([O:18][C:19]([CH3:22])([CH3:21])[CH3:20])=[O:17])=[C:14]([CH3:25])[CH:13]=2)[CH:5]=[C:6]([Cl:8])[CH:7]=1. (4) Given the reactants [Cl:1][C:2]1[CH:7]=[CH:6][C:5]([N+:8]([O-])=O)=[CH:4][C:3]=1[O:11][CH3:12], predict the reaction product. The product is: [Cl:1][C:2]1[CH:7]=[CH:6][C:5]([NH2:8])=[CH:4][C:3]=1[O:11][CH3:12]. (5) Given the reactants C([O:3][C:4](=[O:26])[C:5]([NH:15][C:16]([O:18][CH2:19][C:20]1[CH:25]=[CH:24][CH:23]=[CH:22][CH:21]=1)=[O:17])([CH2:9][CH:10]([CH2:13][CH3:14])[CH2:11][CH3:12])[C:6]([OH:8])=[O:7])C.[OH-].[Na+], predict the reaction product. The product is: [CH2:19]([O:18][C:16]([NH:15][C:5]([CH2:9][CH:10]([CH2:13][CH3:14])[CH2:11][CH3:12])([C:6]([OH:8])=[O:7])[C:4]([OH:26])=[O:3])=[O:17])[C:20]1[CH:21]=[CH:22][CH:23]=[CH:24][CH:25]=1. (6) The product is: [Cl:63][C:62]1[N:61]=[C:68]([Cl:69])[N:67]=[C:65]([C:55]2[C:54]([F:53])=[CH:59][CH:58]=[CH:57][C:56]=2[F:60])[N:64]=1. Given the reactants ClC1C=CC(NC2N=C(C3C(F)=CC=CC=3F)N=C(NN=CC3C=CC(OC(F)(F)F)=CC=3)N=2)=CC=1.C(NC(C)C)(C)C.[Li].Cl.C(N(CC)CC)C.[F:53][C:54]1[CH:59]=[CH:58][CH:57]=[C:56]([F:60])[CH:55]=1.[N:61]1[C:68]([Cl:69])=[N:67][C:65](Cl)=[N:64][C:62]=1[Cl:63], predict the reaction product.